Dataset: NCI-60 drug combinations with 297,098 pairs across 59 cell lines. Task: Regression. Given two drug SMILES strings and cell line genomic features, predict the synergy score measuring deviation from expected non-interaction effect. (1) Drug 1: C1=C(C(=O)NC(=O)N1)F. Drug 2: CC12CCC3C(C1CCC2O)C(CC4=C3C=CC(=C4)O)CCCCCCCCCS(=O)CCCC(C(F)(F)F)(F)F. Cell line: SF-268. Synergy scores: CSS=29.6, Synergy_ZIP=3.37, Synergy_Bliss=6.73, Synergy_Loewe=5.82, Synergy_HSA=6.02. (2) Drug 1: CC1=CC=C(C=C1)C2=CC(=NN2C3=CC=C(C=C3)S(=O)(=O)N)C(F)(F)F. Drug 2: CS(=O)(=O)OCCCCOS(=O)(=O)C. Cell line: OVCAR-8. Synergy scores: CSS=-4.78, Synergy_ZIP=5.04, Synergy_Bliss=-1.60, Synergy_Loewe=-4.41, Synergy_HSA=-3.43. (3) Drug 1: CCN(CC)CCNC(=O)C1=C(NC(=C1C)C=C2C3=C(C=CC(=C3)F)NC2=O)C. Drug 2: CC(C)NC(=O)C1=CC=C(C=C1)CNNC.Cl. Cell line: EKVX. Synergy scores: CSS=6.46, Synergy_ZIP=-2.31, Synergy_Bliss=0.959, Synergy_Loewe=-2.48, Synergy_HSA=-0.301. (4) Drug 1: CC1CCC2CC(C(=CC=CC=CC(CC(C(=O)C(C(C(=CC(C(=O)CC(OC(=O)C3CCCCN3C(=O)C(=O)C1(O2)O)C(C)CC4CCC(C(C4)OC)O)C)C)O)OC)C)C)C)OC. Drug 2: CC1=C(C(=O)C2=C(C1=O)N3CC4C(C3(C2COC(=O)N)OC)N4)N. Cell line: MCF7. Synergy scores: CSS=30.1, Synergy_ZIP=-9.75, Synergy_Bliss=-3.13, Synergy_Loewe=1.14, Synergy_HSA=1.26. (5) Drug 1: CC1=C2C(C(=O)C3(C(CC4C(C3C(C(C2(C)C)(CC1OC(=O)C(C(C5=CC=CC=C5)NC(=O)C6=CC=CC=C6)O)O)OC(=O)C7=CC=CC=C7)(CO4)OC(=O)C)O)C)OC(=O)C. Drug 2: CNC(=O)C1=NC=CC(=C1)OC2=CC=C(C=C2)NC(=O)NC3=CC(=C(C=C3)Cl)C(F)(F)F. Cell line: OVCAR-4. Synergy scores: CSS=3.98, Synergy_ZIP=-3.34, Synergy_Bliss=4.39, Synergy_Loewe=-20.4, Synergy_HSA=3.16. (6) Drug 1: CC12CCC(CC1=CCC3C2CCC4(C3CC=C4C5=CN=CC=C5)C)O. Drug 2: C#CCC(CC1=CN=C2C(=N1)C(=NC(=N2)N)N)C3=CC=C(C=C3)C(=O)NC(CCC(=O)O)C(=O)O. Cell line: COLO 205. Synergy scores: CSS=-0.824, Synergy_ZIP=1.14, Synergy_Bliss=-2.28, Synergy_Loewe=-4.92, Synergy_HSA=-6.23. (7) Drug 1: CC1=C(C(=CC=C1)Cl)NC(=O)C2=CN=C(S2)NC3=CC(=NC(=N3)C)N4CCN(CC4)CCO. Drug 2: C1CC(=O)NC(=O)C1N2C(=O)C3=CC=CC=C3C2=O. Cell line: SK-OV-3. Synergy scores: CSS=24.8, Synergy_ZIP=5.17, Synergy_Bliss=4.95, Synergy_Loewe=-59.6, Synergy_HSA=6.58.